From a dataset of Catalyst prediction with 721,799 reactions and 888 catalyst types from USPTO. Predict which catalyst facilitates the given reaction. Reactant: [Cl:1][C:2]1[CH:3]=[C:4]([C:12]2[O:16][N:15]=[C:14]([C:17]3[CH:34]=[CH:33][C:20]4[CH2:21][CH2:22][N:23](C(OC(C)(C)C)=O)[CH2:24][CH2:25][C:19]=4[CH:18]=3)[N:13]=2)[CH:5]=[N:6][C:7]=1[O:8][CH:9]([CH3:11])[CH3:10].FC(F)(F)C(O)=O. Product: [ClH:1].[Cl:1][C:2]1[CH:3]=[C:4]([C:12]2[O:16][N:15]=[C:14]([C:17]3[CH:34]=[CH:33][C:20]4[CH2:21][CH2:22][NH:23][CH2:24][CH2:25][C:19]=4[CH:18]=3)[N:13]=2)[CH:5]=[N:6][C:7]=1[O:8][CH:9]([CH3:10])[CH3:11]. The catalyst class is: 4.